Dataset: Reaction yield outcomes from USPTO patents with 853,638 reactions. Task: Predict the reaction yield, written as a fraction of the theoretical maximum amount of product (1.0 means a 100% yield; for example, 0.34 means a 34% yield). (1) The reactants are [H-].[Na+].[CH2:3]([O:10][CH2:11][CH2:12][O:13][CH2:14][CH2:15][O:16][CH2:17][CH2:18][OH:19])[C:4]1[CH:9]=[CH:8][CH:7]=[CH:6][CH:5]=1.[Br:20][CH2:21][CH2:22][CH2:23][CH2:24]Br. The catalyst is CN(C=O)C. The product is [Br:20][CH2:21][CH2:22][CH2:23][CH2:24][O:19][CH2:18][CH2:17][O:16][CH2:15][CH2:14][O:13][CH2:12][CH2:11][O:10][CH2:3][C:4]1[CH:9]=[CH:8][CH:7]=[CH:6][CH:5]=1. The yield is 0.460. (2) The reactants are C[O:2][C:3]1[CH:8]=[CH:7][C:6]([C:9]2([C:12]([O:14][CH3:15])=[O:13])[CH2:11][CH2:10]2)=[CH:5][CH:4]=1.CCS.[Al+3].[Cl-].[Cl-].[Cl-]. The catalyst is C(Cl)Cl. The product is [CH3:15][O:14][C:12]([C:9]1([C:6]2[CH:5]=[CH:4][C:3]([OH:2])=[CH:8][CH:7]=2)[CH2:10][CH2:11]1)=[O:13]. The yield is 0.950. (3) The catalyst is C1COCC1. The product is [Br:1][CH2:42][C:41]([C:38]1[CH:39]=[CH:40][C:35]([Br:34])=[C:36]([CH3:44])[CH:37]=1)=[O:43]. The reactants are [Br-:1].[Br-].[Br-].C[N+](C)(C)C1C=CC=CC=1.C[N+](C1C=CC=CC=1)(C)C.C[N+](C1C=CC=CC=1)(C)C.[Br:34][C:35]1[CH:40]=[CH:39][C:38]([C:41](=[O:43])[CH3:42])=[CH:37][C:36]=1[CH3:44]. The yield is 1.00. (4) The reactants are [Cl:1][C:2]1[CH:7]=[CH:6][C:5]([C@H:8]2[C@H:13]([OH:14])[C@@H:12]([OH:15])[C@H:11]([OH:16])[C@@H:10]([CH2:17][OH:18])[O:9]2)=[CH:4][C:3]=1[CH2:19][C:20]1[S:21][C:22]([OH:25])=[N:23][N:24]=1.[CH3:26][Si](C=[N+]=[N-])(C)C. The catalyst is ClCCl.CO. The product is [Cl:1][C:2]1[CH:7]=[CH:6][C:5]([C@H:8]2[C@H:13]([OH:14])[C@@H:12]([OH:15])[C@H:11]([OH:16])[C@@H:10]([CH2:17][OH:18])[O:9]2)=[CH:4][C:3]=1[CH2:19][C:20]1[S:21][C:22]([O:25][CH3:26])=[N:23][N:24]=1. The yield is 0.660. (5) The reactants are [CH:1]([O:3][CH2:4][CH3:5])=[CH2:2].C12(CS(O)(=O)=O)C(C)(C)C(CC1)CC2=O.[Cl:21][C:22]1[CH:27]=[CH:26][N:25]=[C:24]2[NH:28][N:29]=[C:30]([CH2:31][CH3:32])[C:23]=12.C(=O)(O)[O-].[Na+]. The catalyst is C1COCC1.C(OCC)(=O)C. The product is [Cl:21][C:22]1[CH:27]=[CH:26][N:25]=[C:24]2[N:28]([CH:1]([O:3][CH2:4][CH3:5])[CH3:2])[N:29]=[C:30]([CH2:31][CH3:32])[C:23]=12. The yield is 0.910. (6) The reactants are [Br:1][C:2]1[CH:3]=[CH:4][C:5]([Cl:11])=[C:6]([CH:10]=1)[C:7]([OH:9])=O.CN(C=O)C.C(Cl)(=O)C(Cl)=O.[CH:23]1([NH2:26])[CH2:25][CH2:24]1.CCN(C(C)C)C(C)C.Cl. The catalyst is C1(C)C=CC=CC=1.C(Cl)Cl. The product is [Br:1][C:2]1[CH:3]=[CH:4][C:5]([Cl:11])=[C:6]([CH:10]=1)[C:7]([NH:26][CH:23]1[CH2:25][CH2:24]1)=[O:9]. The yield is 0.710.